From a dataset of Retrosynthesis with 50K atom-mapped reactions and 10 reaction types from USPTO. Predict the reactants needed to synthesize the given product. (1) Given the product O=Cc1c[nH]c2cccc(F)c12, predict the reactants needed to synthesize it. The reactants are: Fc1cccc2[nH]ccc12.O=C([O-])O. (2) Given the product CCCc1c(OCCCC(=O)OCC)ccc(C(C)=O)c1OCCOCCOCCOCCBr, predict the reactants needed to synthesize it. The reactants are: BrCCOCCOCCOCCBr.CCCc1c(OCCCC(=O)OCC)ccc(C(C)=O)c1O. (3) The reactants are: COC(=O)CC(O)CC(O)/C=C/C1=C(c2ccc(F)c(C)c2)CC2(CC1(C)C)SCCCS2. Given the product Cc1cc(C2=C(/C=C/C(O)CC(O)CC(=O)O)C(C)(C)CC3(C2)SCCCS3)ccc1F, predict the reactants needed to synthesize it. (4) Given the product CCN(CC)C(=O)/C(=C/C=C/c1cc2ccccc2[nH]1)OC, predict the reactants needed to synthesize it. The reactants are: CCNCC.CO/C(=C\C=C\c1cc2ccccc2[nH]1)C(=O)O. (5) Given the product Oc1ccc(F)cc1CCc1ccc(F)cc1, predict the reactants needed to synthesize it. The reactants are: COCOc1ccc(F)cc1CCc1ccc(F)cc1. (6) Given the product c1ccc([C@@H]2CCCC[C@H]2NC2CC2)cc1, predict the reactants needed to synthesize it. The reactants are: NC1CC1.O=C1CCCCC1c1ccccc1.